Dataset: Forward reaction prediction with 1.9M reactions from USPTO patents (1976-2016). Task: Predict the product of the given reaction. (1) Given the reactants [N:1]1([C:11]([O:13][CH2:14][C:15]2[CH:20]=[CH:19][CH:18]=[CH:17][CH:16]=2)=[O:12])[CH:10]2[CH:5]([CH2:6][CH2:7][CH2:8][CH2:9]2)[NH:4][CH2:3][CH2:2]1.C=O.[C:23](O[BH-](OC(=O)C)OC(=O)C)(=O)C.[Na+], predict the reaction product. The product is: [CH3:23][N:4]1[CH:5]2[CH:10]([CH2:9][CH2:8][CH2:7][CH2:6]2)[N:1]([C:11]([O:13][CH2:14][C:15]2[CH:20]=[CH:19][CH:18]=[CH:17][CH:16]=2)=[O:12])[CH2:2][CH2:3]1. (2) The product is: [CH2:1]([O:3][C:4]([C:6]1[CH:7]=[C:8]2[C:13](=[CH:14][CH:15]=1)[NH:12][CH:11]([C:16]1[CH:21]=[C:20]([F:22])[CH:19]=[C:18]([N:28]([CH3:29])[CH3:27])[CH:17]=1)[C:10]([CH3:25])([CH3:24])[CH2:9]2)=[O:5])[CH3:2]. Given the reactants [CH2:1]([O:3][C:4]([C:6]1[CH:7]=[C:8]2[C:13](=[CH:14][CH:15]=1)[NH:12][CH:11]([C:16]1[CH:21]=[C:20]([F:22])[CH:19]=[C:18](Br)[CH:17]=1)[C:10]([CH3:25])([CH3:24])[CH2:9]2)=[O:5])[CH3:2].Cl.[CH3:27][NH:28][CH3:29].[OH-].[K+].C(OCC)(=O)C, predict the reaction product. (3) Given the reactants [Br:1]CCCC[CH2:6][CH2:7][CH2:8][CH2:9][CH2:10][CH2:11][C:12]1[CH:22]=[CH:21][CH:20]=[C:14]2[C:15]([NH:17][C:18](=[O:19])[C:13]=12)=[O:16].[C:23]1([P:29]([C:36]2[CH:41]=[CH:40][CH:39]=[CH:38][CH:37]=2)[C:30]2[CH:35]=[CH:34][CH:33]=[CH:32][CH:31]=2)[CH:28]=[CH:27][CH:26]=[CH:25][CH:24]=1, predict the reaction product. The product is: [Br-:1].[NH2:17][CH2:15][CH2:14][CH2:13][CH2:12][CH2:11][CH2:10][CH2:9][CH2:8][CH2:7][CH2:6][P+:29]([C:23]1[CH:24]=[CH:25][CH:26]=[CH:27][CH:28]=1)([C:30]1[CH:35]=[CH:34][CH:33]=[CH:32][CH:31]=1)[C:36]1[CH:37]=[CH:38][CH:39]=[CH:40][CH:41]=1.[Br-:1].[CH3:6][CH2:7][CH2:8][CH2:9][CH2:10][CH2:11][CH2:12][CH2:13][CH2:14][CH2:15][C:41]1[CH:40]=[CH:39][CH:38]=[CH:37][C:36]=1[P+:29]([N:17]1[C:18](=[O:19])[C:13]2=[CH:12][CH:22]=[CH:21][CH:20]=[C:14]2[C:15]1=[O:16])([C:23]1[CH:24]=[CH:25][CH:26]=[CH:27][CH:28]=1)[C:30]1[CH:35]=[CH:34][CH:33]=[CH:32][CH:31]=1. (4) Given the reactants [CH2:1]([O:3][C:4](=[O:12])[C:5]1[CH:10]=[CH:9][C:8]([NH2:11])=[CH:7][CH:6]=1)[CH3:2].[Br:13][C:14]1[CH:15]=[C:16]([CH:19]=[CH:20][CH:21]=1)[CH:17]=O, predict the reaction product. The product is: [CH2:1]([O:3][C:4](=[O:12])[C:5]1[CH:10]=[CH:9][C:8]([N:11]=[CH:17][C:16]2[CH:19]=[CH:20][CH:21]=[C:14]([Br:13])[CH:15]=2)=[CH:7][CH:6]=1)[CH3:2].